Dataset: Reaction yield outcomes from USPTO patents with 853,638 reactions. Task: Predict the reaction yield, written as a fraction of the theoretical maximum amount of product (1.0 means a 100% yield; for example, 0.34 means a 34% yield). (1) The reactants are Br[C:2]1[CH:7]=[CH:6][C:5]([C:8](=[O:21])[CH2:9][CH:10]([C:16]([O:18][CH2:19][CH3:20])=[O:17])[C:11]([O:13][CH2:14][CH3:15])=[O:12])=[CH:4][CH:3]=1.[N+:22]([C:25]1[CH:30]=[CH:29][C:28](B(O)O)=[CH:27][CH:26]=1)([O-:24])=[O:23].C(=O)([O-])[O-].[Na+].[Na+]. The catalyst is C1(C)C=CC=CC=1.O1CCOCC1.C1C=CC(P(C2C=CC=CC=2)[C-]2C=CC=C2)=CC=1.C1C=CC(P(C2C=CC=CC=2)[C-]2C=CC=C2)=CC=1.Cl[Pd]Cl.[Fe+2]. The product is [N+:22]([C:25]1[CH:30]=[CH:29][C:28]([C:6]2[CH:7]=[CH:2][CH:3]=[CH:4][C:5]=2[C:8](=[O:21])[CH2:9][CH:10]([C:16]([O:18][CH2:19][CH3:20])=[O:17])[C:11]([O:13][CH2:14][CH3:15])=[O:12])=[CH:27][CH:26]=1)([O-:24])=[O:23]. The yield is 0.530. (2) The reactants are [Br:1][C:2]1[NH:6][CH:5]=[C:4]([C:7]([O:9][CH3:10])=[O:8])[C:3]=1[CH:11]([CH3:13])[CH3:12].[H-].[Na+].[C:16]1([S:22](Cl)(=[O:24])=[O:23])[CH:21]=[CH:20][CH:19]=[CH:18][CH:17]=1. No catalyst specified. The product is [Br:1][C:2]1[N:6]([S:22]([C:16]2[CH:21]=[CH:20][CH:19]=[CH:18][CH:17]=2)(=[O:24])=[O:23])[CH:5]=[C:4]([C:7]([O:9][CH3:10])=[O:8])[C:3]=1[CH:11]([CH3:13])[CH3:12]. The yield is 0.930. (3) The reactants are Cl.O1CCOCC1.C(OC([N:15]1[CH2:20][CH:19]=[C:18]([C:21]2[CH:22]=[C:23]([C:43]([F:46])([F:45])[F:44])[C:24]3[N:25]([C:27]([Cl:42])=[C:28]([C:30]([N:32]4[CH2:36][CH:35]=[C:34]([C:37]5[S:38][CH:39]=[CH:40][N:41]=5)[CH2:33]4)=[O:31])[N:29]=3)[CH:26]=2)[CH2:17][CH2:16]1)=O)(C)(C)C. The catalyst is C1COCC1. The product is [Cl:42][C:27]1[N:25]2[CH:26]=[C:21]([C:18]3[CH2:19][CH2:20][NH:15][CH2:16][CH:17]=3)[CH:22]=[C:23]([C:43]([F:45])([F:46])[F:44])[C:24]2=[N:29][C:28]=1[C:30]([N:32]1[CH2:36][CH:35]=[C:34]([C:37]2[S:38][CH:39]=[CH:40][N:41]=2)[CH2:33]1)=[O:31]. The yield is 0.450. (4) The reactants are O1CCCC1.CS(C)=O.[O:10]1[CH2:14][CH2:13][CH2:12][CH:11]1[CH2:15][CH2:16][C:17]1[CH:22]=[CH:21][C:20](/[CH:23]=[CH:24]/[N+:25]([O-:27])=[O:26])=[CH:19][CH:18]=1.C(O)(=O)C.[BH4-].[Na+]. The yield is 0.650. The catalyst is O. The product is [O:10]1[CH2:14][CH2:13][CH2:12][CH:11]1[CH2:15][CH2:16][C:17]1[CH:22]=[CH:21][C:20]([CH2:23][CH2:24][N+:25]([O-:27])=[O:26])=[CH:19][CH:18]=1.